This data is from Catalyst prediction with 721,799 reactions and 888 catalyst types from USPTO. The task is: Predict which catalyst facilitates the given reaction. (1) Reactant: [CH3:1][O:2][C:3]1[C:28]([O:29][CH3:30])=[CH:27][C:6]2[C:7]3[N:12]([CH:13]([C:15]([CH3:20])([CH3:19])[CH2:16][O:17][CH3:18])[CH2:14][C:5]=2[CH:4]=1)[CH:11]=[C:10]([C:21]([O:23]CC)=[O:22])[C:9](=[O:26])[CH:8]=3.[Li+].[OH-].Cl. Product: [CH3:1][O:2][C:3]1[C:28]([O:29][CH3:30])=[CH:27][C:6]2[C:7]3[N:12]([CH:13]([C:15]([CH3:20])([CH3:19])[CH2:16][O:17][CH3:18])[CH2:14][C:5]=2[CH:4]=1)[CH:11]=[C:10]([C:21]([OH:23])=[O:22])[C:9](=[O:26])[CH:8]=3. The catalyst class is: 219. (2) Reactant: [F:1][C:2]1[CH:3]=[C:4]([CH:9]2[CH2:13][CH2:12][C:11](=O)/[C:10]/2=[CH:15]\[N:16](C)C)[CH:5]=[CH:6][C:7]=1[F:8].O.[NH2:20]N. Product: [F:1][C:2]1[CH:3]=[C:4]([CH:9]2[C:10]3[CH:15]=[N:16][NH:20][C:11]=3[CH2:12][CH2:13]2)[CH:5]=[CH:6][C:7]=1[F:8]. The catalyst class is: 8.